Dataset: Reaction yield outcomes from USPTO patents with 853,638 reactions. Task: Predict the reaction yield, written as a fraction of the theoretical maximum amount of product (1.0 means a 100% yield; for example, 0.34 means a 34% yield). The reactants are [Cl:1][C:2]1[CH:7]=[CH:6][CH:5]=[CH:4][C:3]=1[N:8]1[C:12]([C:13]2[S:14][C:15]([C:18]3[CH:23]=[CH:22][CH:21]=[C:20]([S:24]([CH3:27])(=[O:26])=[O:25])[CH:19]=3)=[CH:16][CH:17]=2)=[CH:11][C:10]([C:28](Cl)=[O:29])=[N:9]1.C(N(CC)C(C)C)(C)C.[NH:40]1[CH2:49][CH2:48][CH:43]([C:44]([O:46][CH3:47])=[O:45])[CH2:42][CH2:41]1. The product is [Cl:1][C:2]1[CH:7]=[CH:6][CH:5]=[CH:4][C:3]=1[N:8]1[C:12]([C:13]2[S:14][C:15]([C:18]3[CH:23]=[CH:22][CH:21]=[C:20]([S:24]([CH3:27])(=[O:26])=[O:25])[CH:19]=3)=[CH:16][CH:17]=2)=[CH:11][C:10]([C:28]([N:40]2[CH2:49][CH2:48][CH:43]([C:44]([O:46][CH3:47])=[O:45])[CH2:42][CH2:41]2)=[O:29])=[N:9]1. The yield is 0.0800. The catalyst is CN(C1C=CN=CC=1)C.